Predict the reaction yield, written as a fraction of the theoretical maximum amount of product (1.0 means a 100% yield; for example, 0.34 means a 34% yield). From a dataset of Reaction yield outcomes from USPTO patents with 853,638 reactions. The reactants are [NH2:1][CH2:2][C:3]1[CH:4]=[CH:5][C:6]([Cl:19])=[C:7]([O:9][C:10]2[CH:11]=[C:12]([CH:15]=[C:16]([Cl:18])[CH:17]=2)[C:13]#[N:14])[CH:8]=1.[CH3:20][O:21][C:22]1[CH:23]=[C:24]2[C:28](=[CH:29][CH:30]=1)[NH:27][C:26]([C:31](O)=[O:32])=[CH:25]2.CN(C(ON1N=NC2C=CC=NC1=2)=[N+](C)C)C.F[P-](F)(F)(F)(F)F.CCN(C(C)C)C(C)C. The catalyst is CN(C=O)C. The product is [Cl:19][C:6]1[CH:5]=[CH:4][C:3]([CH2:2][NH:1][C:31]([C:26]2[NH:27][C:28]3[C:24]([CH:25]=2)=[CH:23][C:22]([O:21][CH3:20])=[CH:30][CH:29]=3)=[O:32])=[CH:8][C:7]=1[O:9][C:10]1[CH:11]=[C:12]([C:13]#[N:14])[CH:15]=[C:16]([Cl:18])[CH:17]=1. The yield is 0.360.